From a dataset of M1 muscarinic receptor antagonist screen with 61,756 compounds. Binary Classification. Given a drug SMILES string, predict its activity (active/inactive) in a high-throughput screening assay against a specified biological target. (1) The result is 0 (inactive). The molecule is S(CC(=O)NCCN1CCOCC1)c1n(c(nn1)CSc1sc2c(n1)cccc2)CC=C. (2) The compound is Clc1ccc(NC(=O)C(CCC)C)nc1. The result is 0 (inactive). (3) The drug is O(c1ccc(C2N=c3n([nH]cn3)C(C2)c2cc(ccc2)C)cc1)CC. The result is 0 (inactive). (4) The drug is S(=O)(=O)(NC(=O)Nn1c(nnc1C)C)c1ccc(cc1)C. The result is 0 (inactive). (5) The compound is S(CC(=O)Nc1sc(SCC=C)nn1)c1ncccc1. The result is 0 (inactive). (6) The drug is S(=O)(=O)(NCc1ncccc1)c1c2c3c([nH]c(=O)c3ccc2)cc1. The result is 0 (inactive). (7) The drug is O=C1N(C(=O)CC1)c1ccc(OC(=O)C)cc1. The result is 0 (inactive). (8) The molecule is s1c2n(nc1c1nccnc1)c(nn2)c1c(OC)cccc1. The result is 0 (inactive). (9) The molecule is Clc1cc(CN2C(=O)c3c(C2=O)cccc3)cc(N)c1O. The result is 0 (inactive). (10) The drug is S(=O)(=O)(N1CCOCC1)c1ccc(NCC2CCCCC2)nc1. The result is 1 (active).